Task: Predict the reactants needed to synthesize the given product.. Dataset: Full USPTO retrosynthesis dataset with 1.9M reactions from patents (1976-2016) (1) Given the product [CH:2]1([CH2:1][N:8]2[CH2:12][CH2:11][N:10]([C:13]3[S:14][C:15]([C:19]([NH:43][CH2:44][C:45]4[CH:46]=[N:47][CH:48]=[CH:49][CH:50]=4)=[O:21])=[C:16]([CH3:18])[N:17]=3)[C:9]2=[O:22])[CH2:7][CH2:6][CH2:5]1, predict the reactants needed to synthesize it. The reactants are: [CH2:1]([N:8]1[CH2:12][CH2:11][N:10]([C:13]2[S:14][C:15]([C:19]([OH:21])=O)=[C:16]([CH3:18])[N:17]=2)[C:9]1=[O:22])[C:2]1[CH:7]=[CH:6][CH:5]=CC=1.C1(CN2CCN(C3SC(C(O)=O)=C(C)N=3)C2=O)CCC1.[NH2:43][CH2:44][C:45]1[CH:46]=[N:47][CH:48]=[CH:49][CH:50]=1. (2) The reactants are: [NH2:1][C:2]1[CH:30]=[CH:29][C:5]2[NH:6][C:7]([C:12]3[C:13](=[O:28])[N:14]([CH2:23][CH2:24][CH:25]([CH3:27])[CH3:26])[C:15]4[C:20]([C:21]=3[OH:22])=[CH:19][CH:18]=[CH:17][N:16]=4)=[N:8][S:9](=[O:11])(=[O:10])[C:4]=2[CH:3]=1.[Cl:31][C:32]1[CH:37]=[CH:36][CH:35]=[C:34]([Cl:38])[C:33]=1[S:39](Cl)(=[O:41])=[O:40]. Given the product [Cl:31][C:32]1[CH:37]=[CH:36][CH:35]=[C:34]([Cl:38])[C:33]=1[S:39]([NH:1][C:2]1[CH:30]=[CH:29][C:5]2[NH:6][C:7]([C:12]3[C:13](=[O:28])[N:14]([CH2:23][CH2:24][CH:25]([CH3:27])[CH3:26])[C:15]4[C:20]([C:21]=3[OH:22])=[CH:19][CH:18]=[CH:17][N:16]=4)=[N:8][S:9](=[O:11])(=[O:10])[C:4]=2[CH:3]=1)(=[O:41])=[O:40], predict the reactants needed to synthesize it.